Dataset: Peptide-MHC class II binding affinity with 134,281 pairs from IEDB. Task: Regression. Given a peptide amino acid sequence and an MHC pseudo amino acid sequence, predict their binding affinity value. This is MHC class II binding data. (1) The peptide sequence is ILSEISFHLVEDFDP. The MHC is DRB1_0101 with pseudo-sequence DRB1_0101. The binding affinity (normalized) is 0.457. (2) The peptide sequence is ANPGLIIGALAG. The MHC is DRB1_1302 with pseudo-sequence DRB1_1302. The binding affinity (normalized) is 0.146. (3) The peptide sequence is VTLRIRNVRFSDEGG. The MHC is DRB1_1302 with pseudo-sequence DRB1_1302. The binding affinity (normalized) is 0.378. (4) The peptide sequence is SEPGKYTAYEGQRVVF. The MHC is HLA-DQA10301-DQB10302 with pseudo-sequence HLA-DQA10301-DQB10302. The binding affinity (normalized) is 0.400. (5) The peptide sequence is KNKVNLLTHSINALI. The binding affinity (normalized) is 0.651. The MHC is DRB1_0701 with pseudo-sequence DRB1_0701. (6) The peptide sequence is VDIMVRDGQLTIKAE. The MHC is DRB4_0101 with pseudo-sequence DRB4_0103. The binding affinity (normalized) is 0.315.